This data is from Peptide-MHC class I binding affinity with 185,985 pairs from IEDB/IMGT. The task is: Regression. Given a peptide amino acid sequence and an MHC pseudo amino acid sequence, predict their binding affinity value. This is MHC class I binding data. (1) The peptide sequence is EGIIPDWQDY. The MHC is Mamu-B01 with pseudo-sequence Mamu-B01. The binding affinity (normalized) is 0. (2) The peptide sequence is VTSLDVINY. The MHC is HLA-B40:01 with pseudo-sequence HLA-B40:01. The binding affinity (normalized) is 0.0376. (3) The peptide sequence is EHVQGDIDL. The MHC is HLA-A02:11 with pseudo-sequence HLA-A02:11. The binding affinity (normalized) is 0.0847. (4) The peptide sequence is KTRMEDYYL. The MHC is HLA-A02:19 with pseudo-sequence HLA-A02:19. The binding affinity (normalized) is 0.0847.